The task is: Predict the reactants needed to synthesize the given product.. This data is from Full USPTO retrosynthesis dataset with 1.9M reactions from patents (1976-2016). (1) Given the product [F:16][C:10]1[C:11]([CH2:30][OH:31])=[C:12]([F:15])[CH:13]=[CH:14][C:9]=1[OH:8], predict the reactants needed to synthesize it. The reactants are: C([Si]([O:8][C:9]1[CH:14]=[CH:13][C:12]([F:15])=[CH:11][C:10]=1[F:16])(C)C)(C)(C)C.C([Li])CCC.CCCCCC.CN(C)[CH:30]=[O:31].[BH4-].[Na+]. (2) Given the product [O:17]=[C:8]1[C:3]2[C:4](=[CH:5][CH:6]=[CH:7][CH:2]=2)[N:16]([CH2:19][C:20]2[CH:21]=[CH:22][C:23]([N:26]3[CH:30]=[CH:29][CH:28]=[N:27]3)=[CH:24][CH:25]=2)[N:15]=[C:9]1[C:10]([O:12][CH2:13][CH3:14])=[O:11], predict the reactants needed to synthesize it. The reactants are: F[C:2]1[CH:7]=[CH:6][CH:5]=[CH:4][C:3]=1[C:8](=[O:17])[C:9](=[N:15][NH2:16])[C:10]([O:12][CH2:13][CH3:14])=[O:11].Br[CH2:19][C:20]1[CH:25]=[CH:24][C:23]([N:26]2[CH:30]=[CH:29][CH:28]=[N:27]2)=[CH:22][CH:21]=1.[H-].[Na+].[Cl-].[NH4+]. (3) The reactants are: [F:1][C:2]([F:19])([F:18])[O:3][C:4]1[CH:17]=[CH:16][CH:15]=[CH:14][C:5]=1[O:6][C:7]1[C:12]([NH2:13])=[CH:11][CH:10]=[CH:9][N:8]=1.[C:20](C1NC=CN=1)(C1NC=CN=1)=[S:21]. Given the product [N:13]([C:12]1[C:7]([O:6][C:5]2[CH:14]=[CH:15][CH:16]=[CH:17][C:4]=2[O:3][C:2]([F:1])([F:18])[F:19])=[N:8][CH:9]=[CH:10][CH:11]=1)=[C:20]=[S:21], predict the reactants needed to synthesize it. (4) The reactants are: C([Si](C)(C)[O:6][CH2:7][CH:8]1[CH2:11][CH:10]([O:12][CH:13]2[CH2:18][CH2:17][CH2:16][CH2:15][O:14]2)[CH2:9]1)(C)(C)C.[F-].C([N+](CCCC)(CCCC)CCCC)CCC. Given the product [O:14]1[CH2:15][CH2:16][CH2:17][CH2:18][CH:13]1[O:12][CH:10]1[CH2:9][CH:8]([CH2:7][OH:6])[CH2:11]1, predict the reactants needed to synthesize it. (5) The reactants are: [NH2:1][C:2]1[CH:3]=[C:4]2[C:9](=[CH:10][C:11]=1[O:12][CH2:13][CH2:14][CH2:15][N:16]1[CH2:21][CH2:20][O:19][CH2:18][CH2:17]1)[N:8]=[CH:7][N:6]=[C:5]2[N:22]([C:26]1[CH:31]=[CH:30][C:29]([F:32])=[C:28]([Cl:33])[CH:27]=1)[C:23](=[O:25])[CH3:24].C(N(CC)CC)C.[C:41](Cl)(=[O:44])[CH:42]=[CH2:43]. Given the product [C:23]([N:22]([C:26]1[CH:31]=[CH:30][C:29]([F:32])=[C:28]([Cl:33])[CH:27]=1)[C:5]1[C:4]2[C:9](=[CH:10][C:11]([O:12][CH2:13][CH2:14][CH2:15][N:16]3[CH2:21][CH2:20][O:19][CH2:18][CH2:17]3)=[C:2]([NH:1][C:41](=[O:44])[CH:42]=[CH2:43])[CH:3]=2)[N:8]=[CH:7][N:6]=1)(=[O:25])[CH3:24], predict the reactants needed to synthesize it. (6) Given the product [Cl:25][C:26]1[CH:31]=[CH:30][C:29]([C:2]2[N:7]=[CH:6][N:5]=[C:4]([NH:8][C:9]3[CH:10]=[C:11]([CH:22]=[CH:23][CH:24]=3)[CH2:12][S:13](=[N:16][C:17](=[O:21])[O:18][CH2:19][CH3:20])([CH3:15])=[O:14])[N:3]=2)=[C:28]([O:35][CH3:36])[CH:27]=1, predict the reactants needed to synthesize it. The reactants are: Cl[C:2]1[N:7]=[CH:6][N:5]=[C:4]([NH:8][C:9]2[CH:10]=[C:11]([CH:22]=[CH:23][CH:24]=2)[CH2:12][S:13](=[N:16][C:17](=[O:21])[O:18][CH2:19][CH3:20])([CH3:15])=[O:14])[N:3]=1.[Cl:25][C:26]1[CH:31]=[CH:30][C:29](B(O)O)=[C:28]([O:35][CH3:36])[CH:27]=1.